This data is from Forward reaction prediction with 1.9M reactions from USPTO patents (1976-2016). The task is: Predict the product of the given reaction. (1) Given the reactants [F:1][C:2]1[CH:7]=[CH:6][C:5]([CH:8]([C:11]2[CH:12]=[N:13][C:14]([N:17]3[CH2:22][CH2:21][N:20](C(OC(C)(C)C)=O)[CH2:19][CH2:18]3)=[N:15][CH:16]=2)[CH2:9][OH:10])=[CH:4][CH:3]=1.Cl.O1CCOCC1, predict the reaction product. The product is: [F:1][C:2]1[CH:7]=[CH:6][C:5]([CH:8]([C:11]2[CH:12]=[N:13][C:14]([N:17]3[CH2:22][CH2:21][NH:20][CH2:19][CH2:18]3)=[N:15][CH:16]=2)[CH2:9][OH:10])=[CH:4][CH:3]=1. (2) The product is: [ClH:18].[ClH:18].[CH3:25][C:21]1[CH:20]=[C:19]([N:8]2[CH2:7][CH2:6][C:5]3([CH2:1][NH:2][CH2:3][CH2:4]3)[CH2:10][CH2:9]2)[CH:24]=[CH:23][N:22]=1. Given the reactants [CH2:1]1[C:5]2([CH2:10][CH2:9][NH:8][CH2:7][CH2:6]2)[CH2:4][CH2:3][N:2]1C(OC(C)(C)C)=O.[Cl:18][C:19]1[CH:24]=[CH:23][N:22]=[C:21]([CH3:25])[CH:20]=1.C(N(C(C)C)C(C)C)C, predict the reaction product.